From a dataset of CYP2C19 inhibition data for predicting drug metabolism from PubChem BioAssay. Regression/Classification. Given a drug SMILES string, predict its absorption, distribution, metabolism, or excretion properties. Task type varies by dataset: regression for continuous measurements (e.g., permeability, clearance, half-life) or binary classification for categorical outcomes (e.g., BBB penetration, CYP inhibition). Dataset: cyp2c19_veith. The molecule is O=C(O)CNCP(=O)(O)O. The result is 0 (non-inhibitor).